Dataset: Forward reaction prediction with 1.9M reactions from USPTO patents (1976-2016). Task: Predict the product of the given reaction. Given the reactants [C:1](Cl)(=[O:3])[CH3:2].[Al+3].[Cl-].[Cl-].[Cl-].[C:9]1([S:15][CH3:16])[CH:14]=[CH:13][CH:12]=[CH:11][CH:10]=1, predict the reaction product. The product is: [CH3:16][S:15][C:9]1[CH:14]=[CH:13][C:12]([C:1](=[O:3])[CH3:2])=[CH:11][CH:10]=1.